From a dataset of Forward reaction prediction with 1.9M reactions from USPTO patents (1976-2016). Predict the product of the given reaction. (1) Given the reactants [CH3:1][S:2]([C:5]1[CH:6]=[CH:7][C:8]([O:14][C@H:15]([CH3:20])[C:16]([F:19])([F:18])[F:17])=[C:9]([CH:13]=1)[C:10]([OH:12])=O)(=[O:4])=[O:3].[N:21]1[CH2:24][CH:23]([OH:25])[CH:22]=1, predict the reaction product. The product is: [OH:25][CH:23]1[CH2:24][N:21]([C:10]([C:9]2[CH:13]=[C:5]([S:2]([CH3:1])(=[O:3])=[O:4])[CH:6]=[CH:7][C:8]=2[O:14][C@H:15]([CH3:20])[C:16]([F:19])([F:18])[F:17])=[O:12])[CH2:22]1. (2) Given the reactants CC(OI1(OC(C)=O)(OC(C)=O)OC(=O)C2C=CC=CC1=2)=O.[C:23]([O:27][C:28]([N:30]([CH2:39][C:40]([O:42][C:43]([CH3:46])([CH3:45])[CH3:44])=[O:41])[C:31]1[CH:36]=[CH:35][CH:34]=[C:33]([CH2:37][OH:38])[N:32]=1)=[O:29])([CH3:26])([CH3:25])[CH3:24].S([O-])([O-])(=O)=S.[Na+].[Na+], predict the reaction product. The product is: [C:23]([O:27][C:28]([N:30]([CH2:39][C:40]([O:42][C:43]([CH3:46])([CH3:45])[CH3:44])=[O:41])[C:31]1[CH:36]=[CH:35][CH:34]=[C:33]([CH:37]=[O:38])[N:32]=1)=[O:29])([CH3:26])([CH3:25])[CH3:24].